This data is from Full USPTO retrosynthesis dataset with 1.9M reactions from patents (1976-2016). The task is: Predict the reactants needed to synthesize the given product. (1) Given the product [CH:9]([C:12]1[CH:18]=[CH:17][C:15]([NH:16][C:1]([C:3]2[CH:8]=[CH:7][N:6]=[CH:5][CH:4]=2)=[NH:2])=[CH:14][CH:13]=1)([CH3:11])[CH3:10], predict the reactants needed to synthesize it. The reactants are: [C:1]([C:3]1[CH:8]=[CH:7][N:6]=[CH:5][CH:4]=1)#[N:2].[CH:9]([C:12]1[CH:18]=[CH:17][C:15]([NH2:16])=[CH:14][CH:13]=1)([CH3:11])[CH3:10].[K+].[Br-]. (2) Given the product [NH2:38][C:39]([CH3:43])([CH3:42])[CH2:40][O:36][CH:7]([C:6]1[C:2]([CH3:1])=[N:3][O:4][C:5]=1[CH3:37])[C:8]1[O:9][C:10]2[CH:16]=[CH:15][C:14]([CH2:17][C:18]([NH:20][C@H:21]([C:28]3[C:33]([CH3:34])=[CH:32][C:31]([CH3:35])=[CH:30][N:29]=3)[C:22]3[CH:27]=[CH:26][CH:25]=[CH:24][CH:23]=3)=[O:19])=[CH:13][C:11]=2[CH:12]=1, predict the reactants needed to synthesize it. The reactants are: [CH3:1][C:2]1[C:6]([CH:7]([OH:36])[C:8]2[O:9][C:10]3[CH:16]=[CH:15][C:14]([CH2:17][C:18]([NH:20][C@H:21]([C:28]4[C:33]([CH3:34])=[CH:32][C:31]([CH3:35])=[CH:30][N:29]=4)[C:22]4[CH:27]=[CH:26][CH:25]=[CH:24][CH:23]=4)=[O:19])=[CH:13][C:11]=3[CH:12]=2)=[C:5]([CH3:37])[O:4][N:3]=1.[NH2:38][C:39]([CH3:43])([CH3:42])[CH2:40]O.C(OCC#N)(C)C. (3) Given the product [NH2:1][CH2:2][C@@H:3]1[C@H:8]([OH:9])[CH2:7][CH2:6][N:5]([CH2:10][CH2:11][N:12]2[C:17](=[O:18])[CH:16]=[N:15][C:14]3[CH:19]=[CH:20][C:21]([O:23][CH3:24])=[N:22][C:13]2=3)[CH2:4]1, predict the reactants needed to synthesize it. The reactants are: [NH2:1][CH2:2][C@@H:3]1[C@H:8]([OH:9])[CH2:7][CH2:6][N:5]([CH2:10][CH2:11][N:12]2[C:17](=[O:18])[CH2:16][NH:15][C:14]3[CH:19]=[CH:20][C:21]([O:23][CH3:24])=[N:22][C:13]2=3)[CH2:4]1.CO. (4) Given the product [ClH:2].[Cl:33][C:34]1[CH:35]=[C:36]2[C:41](=[C:42]([CH3:45])[C:43]=1[Cl:44])[C:39](=[O:40])[N:7]([C:15]1[CH:20]=[CH:19][C:18]([O:21][CH3:22])=[C:17]([O:23][CH2:24][CH2:25][N:26]3[CH2:27][CH2:28][CH:29]([CH3:32])[CH2:30][CH2:31]3)[CH:16]=1)[CH2:37]2, predict the reactants needed to synthesize it. The reactants are: Cl.[Cl:2]C1C=C2C(=C(Cl)C=1C)C(=O)[N:7]([C:15]1[CH:20]=[CH:19][C:18]([O:21][CH3:22])=[C:17]([O:23][CH2:24][CH2:25][N:26]3[CH2:31][CH2:30][CH:29]([CH3:32])[CH2:28][CH2:27]3)[CH:16]=1)C2.[Cl:33][C:34]1[CH:35]=[C:36]2[C:41](=[C:42]([CH3:45])[C:43]=1[Cl:44])[C:39](=[O:40])O[CH2:37]2. (5) The reactants are: [CH3:1][C@@H:2]1[C@H:6]([CH3:7])[O:5][C:4]([C:8]2[NH:12][C:11]([C:13]3[CH:14]=[C:15]([CH:27]=[C:28]([O:30][C@@H:31]([CH3:35])[CH2:32][O:33]C)[CH:29]=3)[O:16][C:17]3[CH:18]=[CH:19][C:20]([S:23]([CH3:26])(=[O:25])=[O:24])=[N:21][CH:22]=3)=[CH:10][CH:9]=2)=[N:3]1.B(Br)(Br)Br.C(=O)([O-])O.[Na+]. Given the product [CH3:1][C@@H:2]1[C@H:6]([CH3:7])[O:5][C:4]([C:8]2[NH:12][C:11]([C:13]3[CH:29]=[C:28]([CH:27]=[C:15]([O:16][C:17]4[CH:22]=[N:21][C:20]([S:23]([CH3:26])(=[O:25])=[O:24])=[CH:19][CH:18]=4)[CH:14]=3)[O:30][C@@H:31]([CH3:35])[CH2:32][OH:33])=[CH:10][CH:9]=2)=[N:3]1, predict the reactants needed to synthesize it. (6) Given the product [CH3:21][O:20][C:18]1[CH:17]=[CH:16][CH:15]=[C:14]2[C:19]=1[C:11]1([C:3]3=[CH:4][C:5]4[O:9][CH2:8][O:7][C:6]=4[CH:10]=[C:2]3[O:1][CH2:33]1)[C:12](=[O:32])[N:13]2[CH2:22][C:23]1[O:24][C:25]([C:28]([F:30])([F:29])[F:31])=[CH:26][CH:27]=1, predict the reactants needed to synthesize it. The reactants are: [OH:1][C:2]1[C:3]([C:11]2([CH2:33]O)[C:19]3[C:14](=[CH:15][CH:16]=[CH:17][C:18]=3[O:20][CH3:21])[N:13]([CH2:22][C:23]3[O:24][C:25]([C:28]([F:31])([F:30])[F:29])=[CH:26][CH:27]=3)[C:12]2=[O:32])=[CH:4][C:5]2[O:9][CH2:8][O:7][C:6]=2[CH:10]=1.C1(CCN2C3C(=CC=CC=3)C(C3C(O)=CC4OCOC=4C=3)(CO)C2=O)CC1. (7) The reactants are: Cl[C:2]1[CH:3]=[C:4]([CH:8]=[CH:9][CH:10]=1)[C:5]([OH:7])=[O:6].[C:11]1(B(O)O)[CH:16]=[CH:15][CH:14]=[CH:13][CH:12]=1.C([O-])([O-])=O.[K+].[K+]. Given the product [C:2]1([C:11]2[CH:16]=[CH:15][CH:14]=[CH:13][CH:12]=2)[CH:10]=[CH:9][CH:8]=[C:4]([C:5]([OH:7])=[O:6])[CH:3]=1, predict the reactants needed to synthesize it.